Dataset: Peptide-MHC class I binding affinity with 185,985 pairs from IEDB/IMGT. Task: Regression. Given a peptide amino acid sequence and an MHC pseudo amino acid sequence, predict their binding affinity value. This is MHC class I binding data. (1) The peptide sequence is KEKGGLEGM. The MHC is HLA-A23:01 with pseudo-sequence HLA-A23:01. The binding affinity (normalized) is 0. (2) The peptide sequence is RGPGRAFVTI. The MHC is H-2-Db with pseudo-sequence H-2-Db. The binding affinity (normalized) is 0.140. (3) The peptide sequence is MEQRVMATL. The binding affinity (normalized) is 0.558. The MHC is HLA-A30:02 with pseudo-sequence HLA-A30:02. (4) The peptide sequence is GSVPALTI. The MHC is H-2-Kb with pseudo-sequence H-2-Kb. The binding affinity (normalized) is 0.175. (5) The peptide sequence is LAKSVFNSL. The MHC is HLA-A02:03 with pseudo-sequence HLA-A02:03. The binding affinity (normalized) is 0.142. (6) The peptide sequence is LSDAIFDDL. The MHC is HLA-B15:01 with pseudo-sequence HLA-B15:01. The binding affinity (normalized) is 0.0847. (7) The peptide sequence is GTGTHPTTA. The MHC is HLA-A31:01 with pseudo-sequence HLA-A31:01. The binding affinity (normalized) is 0.0847. (8) The peptide sequence is EMQLKIDKLT. The MHC is HLA-A02:06 with pseudo-sequence HLA-A02:06. The binding affinity (normalized) is 0. (9) The peptide sequence is VISTIANSNI. The MHC is HLA-A02:01 with pseudo-sequence HLA-A02:01. The binding affinity (normalized) is 0.172. (10) The binding affinity (normalized) is 0.0847. The peptide sequence is VLMKQIPIW. The MHC is HLA-B39:01 with pseudo-sequence HLA-B39:01.